The task is: Predict the reactants needed to synthesize the given product.. This data is from Full USPTO retrosynthesis dataset with 1.9M reactions from patents (1976-2016). (1) Given the product [C:1]([O:5][C:6](=[O:30])[NH:7][C:8]([C:10]1[S:11][C:12]([S:28][CH3:29])=[C:13]([S:15]([C:18]2[CH:26]=[C:25]([Br:27])[C:21]3[N:22]([CH2:34][C:33]4[CH:36]=[CH:37][C:38]([N+:40]([O-:42])=[O:41])=[CH:39][C:32]=4[F:31])[CH:23]=[N:24][C:20]=3[CH:19]=2)(=[O:16])=[O:17])[CH:14]=1)=[NH:9])([CH3:4])([CH3:3])[CH3:2].[C:1]([O:5][C:6](=[O:30])[NH:7][C:8]([C:10]1[S:11][C:12]([S:28][CH3:29])=[C:13]([S:15]([C:18]2[CH:26]=[C:25]([Br:27])[C:21]3[N:22]=[CH:23][N:24]([CH2:34][C:33]4[CH:36]=[CH:37][C:38]([N+:40]([O-:42])=[O:41])=[CH:39][C:32]=4[F:31])[C:20]=3[CH:19]=2)(=[O:16])=[O:17])[CH:14]=1)=[NH:9])([CH3:4])([CH3:3])[CH3:2], predict the reactants needed to synthesize it. The reactants are: [C:1]([O:5][C:6](=[O:30])[NH:7][C:8]([C:10]1[S:11][C:12]([S:28][CH3:29])=[C:13]([S:15]([C:18]2[CH:26]=[C:25]([Br:27])[C:21]3[N:22]=[CH:23][NH:24][C:20]=3[CH:19]=2)(=[O:17])=[O:16])[CH:14]=1)=[NH:9])([CH3:4])([CH3:3])[CH3:2].[F:31][C:32]1[CH:39]=[C:38]([N+:40]([O-:42])=[O:41])[CH:37]=[CH:36][C:33]=1[CH2:34]Br.C(NC(C)C)(C)C. (2) Given the product [CH3:41][CH:40]([CH3:42])[CH2:39][CH2:38][N:32]([CH2:33][CH2:34][CH:35]([CH3:37])[CH3:36])[C:30]([C:28]1[CH:27]=[CH:26][C:25]2[N:43]=[C:11]([NH:10][C:7]3[CH:8]=[CH:9][C:4]([N+:1]([O-:3])=[O:2])=[CH:5][CH:6]=3)[N:23]([CH2:22][CH2:21][CH2:20][NH:19][C:18](=[O:44])[O:17][C:13]([CH3:16])([CH3:14])[CH3:15])[C:24]=2[CH:29]=1)=[O:31], predict the reactants needed to synthesize it. The reactants are: [N+:1]([C:4]1[CH:9]=[CH:8][C:7]([N:10]=[C:11]=S)=[CH:6][CH:5]=1)([O-:3])=[O:2].[C:13]([O:17][C:18](=[O:44])[NH:19][CH2:20][CH2:21][CH2:22][NH:23][C:24]1[CH:29]=[C:28]([C:30]([N:32]([CH2:38][CH2:39][CH:40]([CH3:42])[CH3:41])[CH2:33][CH2:34][CH:35]([CH3:37])[CH3:36])=[O:31])[CH:27]=[CH:26][C:25]=1[NH2:43])([CH3:16])([CH3:15])[CH3:14]. (3) Given the product [CH2:25]([O:24][C:20](=[O:23])[CH:21]=[CH:22][C:14]1[CH:15]=[CH:16][C:11]([NH:10][C:9]([O:8][CH2:1][C:2]2[CH:7]=[CH:6][CH:5]=[CH:4][CH:3]=2)=[O:19])=[CH:12][C:13]=1[F:18])[CH3:26], predict the reactants needed to synthesize it. The reactants are: [CH2:1]([O:8][C:9](=[O:19])[NH:10][C:11]1[CH:16]=[CH:15][C:14](Br)=[C:13]([F:18])[CH:12]=1)[C:2]1[CH:7]=[CH:6][CH:5]=[CH:4][CH:3]=1.[C:20]([O:24][CH2:25][CH3:26])(=[O:23])[CH:21]=[CH2:22].CCN(C(C)C)C(C)C.C1(P(C2C=CC=CC=2)C2C=CC=CC=2)C=CC=CC=1. (4) The reactants are: [CH3:1][C:2]1([CH3:40])[CH2:7][O:6][C:5]([CH2:14][S:15][C@H:16]2[C:19](=[O:20])[N:18]([C:21]3[CH:26]=[CH:25][CH:24]=[CH:23][CH:22]=3)[C@@H:17]2[C:27]2[CH:39]=[CH:38][C:30]([O:31][CH2:32][C:33]([O:35]CC)=[O:34])=[CH:29][CH:28]=2)([C:8]2[CH:13]=[CH:12][CH:11]=[CH:10][CH:9]=2)[O:4][CH2:3]1.O.C(N(CC)CC)C. Given the product [CH3:1][C:2]1([CH3:40])[CH2:3][O:4][C:5]([CH2:14][S:15][C@H:16]2[C:19](=[O:20])[N:18]([C:21]3[CH:26]=[CH:25][CH:24]=[CH:23][CH:22]=3)[C@@H:17]2[C:27]2[CH:28]=[CH:29][C:30]([O:31][CH2:32][C:33]([OH:35])=[O:34])=[CH:38][CH:39]=2)([C:8]2[CH:9]=[CH:10][CH:11]=[CH:12][CH:13]=2)[O:6][CH2:7]1, predict the reactants needed to synthesize it. (5) Given the product [CH2:1]([NH:8][C:9]1[C:18]2[C:13](=[CH:14][CH:15]=[CH:16][CH:17]=2)[N:12]=[C:11]([N:20]2[CH2:25][CH2:24][CH2:23][CH2:22][CH2:21]2)[CH:10]=1)[C:2]1[CH:7]=[CH:6][CH:5]=[CH:4][CH:3]=1, predict the reactants needed to synthesize it. The reactants are: [CH2:1]([NH:8][C:9]1[C:18]2[C:13](=[CH:14][CH:15]=[CH:16][CH:17]=2)[N:12]=[C:11](Cl)[CH:10]=1)[C:2]1[CH:7]=[CH:6][CH:5]=[CH:4][CH:3]=1.[NH:20]1[CH2:25][CH2:24][CH2:23][CH2:22][CH2:21]1.